Task: Predict the reactants needed to synthesize the given product.. Dataset: Retrosynthesis with 50K atom-mapped reactions and 10 reaction types from USPTO Given the product COc1cc(C(=O)O)cc(S(F)(F)(F)(F)F)c1, predict the reactants needed to synthesize it. The reactants are: CI.O=C(O)c1cc(O)cc(S(F)(F)(F)(F)F)c1.